This data is from Full USPTO retrosynthesis dataset with 1.9M reactions from patents (1976-2016). The task is: Predict the reactants needed to synthesize the given product. Given the product [C:21]([C:10]1[CH:7]=[CH:6][CH:5]=[C:4]([CH3:3])[C:9]=1[NH2:11])(=[O:23])[CH3:22], predict the reactants needed to synthesize it. The reactants are: NC1[C:3](C)=[CH:4][CH:5]=[CH:6][CH:7]=1.[C:9](#[N:11])[CH3:10].B(Cl)(Cl)Cl.[Cl-].[Al+3].[Cl-].[Cl-].Cl.[C:21](OCC)(=[O:23])[CH3:22].